This data is from Reaction yield outcomes from USPTO patents with 853,638 reactions. The task is: Predict the reaction yield, written as a fraction of the theoretical maximum amount of product (1.0 means a 100% yield; for example, 0.34 means a 34% yield). The reactants are [Cl:1][C:2]1[CH:7]=[CH:6][CH:5]=[CH:4][C:3]=1[C:8]1[C:13]([Cl:14])=[CH:12][C:11](OC)=[C:10]([C:17]([N:19]2[CH2:24][CH2:23][N:22]([C:25]([O:27]C(C)(C)C)=O)[CH2:21][CH2:20]2)=[O:18])[CH:9]=1.[CH2:32](N(CC)CC)[CH3:33].[C:39](Cl)(=O)C=C.[OH2:44]. The catalyst is Cl.CO.C(Cl)Cl. The product is [Cl:1][C:2]1[CH:7]=[CH:6][CH:5]=[CH:4][C:3]=1[C:8]1[C:13]([Cl:14])=[CH:12][C:11]([O:44][CH3:39])=[C:10]([C:17]([N:19]2[CH2:20][CH2:21][N:22]([C:25](=[O:27])[CH:32]=[CH2:33])[CH2:23][CH2:24]2)=[O:18])[CH:9]=1. The yield is 0.100.